This data is from Forward reaction prediction with 1.9M reactions from USPTO patents (1976-2016). The task is: Predict the product of the given reaction. (1) The product is: [C:50]([C:49]([NH:48][C:8](=[O:10])[C:7]1[CH:6]=[CH:5][C:4]([O:3][C:2]([F:1])([F:14])[F:13])=[CH:12][CH:11]=1)([CH3:69])[CH2:52][O:53][C:54]1[CH:55]=[CH:56][C:57]2[CH2:61][O:60][B:59]([OH:62])[C:58]=2[C:63]=1[O:64][C:65]([F:67])([F:68])[F:66])#[N:51]. Given the reactants [F:1][C:2]([F:14])([F:13])[O:3][C:4]1[CH:12]=[CH:11][C:7]([C:8]([OH:10])=O)=[CH:6][CH:5]=1.CCN(C(C)C)C(C)C.CN(C(ON1N=NC2C=CC=NC1=2)=[N+](C)C)C.F[P-](F)(F)(F)(F)F.[NH2:48][C:49]([CH3:69])([CH2:52][O:53][C:54]1[CH:55]=[CH:56][C:57]2[CH2:61][O:60][B:59]([OH:62])[C:58]=2[C:63]=1[O:64][C:65]([F:68])([F:67])[F:66])[C:50]#[N:51], predict the reaction product. (2) The product is: [Cl:1][C:2]1[CH:3]=[C:4]([C:9]([N:11]2[CH2:16][CH2:15][CH2:14][CH:13]([CH2:17][CH2:18][CH3:19])[CH2:12]2)=[O:10])[CH:5]=[N:6][C:7]=1[NH:20][C:21]1[CH:22]=[N:23][C:24]([CH3:27])=[CH:25][CH:26]=1. Given the reactants [Cl:1][C:2]1[CH:3]=[C:4]([C:9]([N:11]2[CH2:16][CH2:15][CH2:14][CH:13]([CH2:17][CH2:18][CH3:19])[CH2:12]2)=[O:10])[CH:5]=[N:6][C:7]=1Cl.[NH2:20][C:21]1[CH:22]=[N:23][C:24]([CH3:27])=[CH:25][CH:26]=1.C1C=CC(P(C2C(C3C(P(C4C=CC=CC=4)C4C=CC=CC=4)=CC=C4C=3C=CC=C4)=C3C(C=CC=C3)=CC=2)C2C=CC=CC=2)=CC=1.C(=O)([O-])[O-].[K+].[K+], predict the reaction product. (3) Given the reactants C[O:2][C:3](=[O:33])[C:4]1[CH:9]=[CH:8][C:7]([CH2:10][N:11]2[CH:15]=[C:14]([C:16]3[CH:21]=[CH:20][C:19]([F:22])=[CH:18][C:17]=3[F:23])[N:13]=[C:12]2/[CH:24]=[CH:25]/[C:26]2[CH:31]=[CH:30][C:29](Br)=[CH:28][CH:27]=2)=[CH:6][CH:5]=1.[CH2:34]([O:36][C:37]1[CH:42]=[CH:41][C:40](B(O)O)=[CH:39][CH:38]=1)[CH3:35], predict the reaction product. The product is: [F:23][C:17]1[CH:18]=[C:19]([F:22])[CH:20]=[CH:21][C:16]=1[C:14]1[N:13]=[C:12](/[CH:24]=[CH:25]/[C:26]2[CH:27]=[CH:28][C:29]([C:40]3[CH:41]=[CH:42][C:37]([O:36][CH2:34][CH3:35])=[CH:38][CH:39]=3)=[CH:30][CH:31]=2)[N:11]([CH2:10][C:7]2[CH:6]=[CH:5][C:4]([C:3]([OH:2])=[O:33])=[CH:9][CH:8]=2)[CH:15]=1. (4) Given the reactants [Cl:1][C:2]1[CH:7]=[CH:6][C:5]([C:8]2[C:13]([C:14](O)=[O:15])=[CH:12][N:11]=[CH:10][C:9]=2[F:17])=[C:4]([F:18])[CH:3]=1.C1C=CC2N(O)N=[N:25][C:23]=2C=1.C(Cl)CCl.Cl.CN.CCN(C(C)C)C(C)C, predict the reaction product. The product is: [Cl:1][C:2]1[CH:7]=[CH:6][C:5]([C:8]2[C:13]([C:14]([NH:25][CH3:23])=[O:15])=[CH:12][N:11]=[CH:10][C:9]=2[F:17])=[C:4]([F:18])[CH:3]=1. (5) Given the reactants [Cl:1][C:2]1[CH:27]=[CH:26][C:5]([CH2:6][NH:7][C:8]2[N:13]=[C:12](Cl)[C:11]([CH:15]([C:17]3[C:25]4[C:20](=[N:21][CH:22]=[CH:23][CH:24]=4)[NH:19][CH:18]=3)O)=[CH:10][CH:9]=2)=[CH:4][CH:3]=1.C([SiH](CC)CC)C.FC(F)(F)C(O)=[O:38], predict the reaction product. The product is: [NH:19]1[C:20]2=[N:21][CH:22]=[CH:23][CH:24]=[C:25]2[C:17]([CH2:15][C:11]2[C:12]([OH:38])=[N:13][C:8]([NH:7][CH2:6][C:5]3[CH:26]=[CH:27][C:2]([Cl:1])=[CH:3][CH:4]=3)=[CH:9][CH:10]=2)=[CH:18]1. (6) Given the reactants [ClH:1].Cl.[CH3:3][N:4]1[C:8]([CH3:9])=[C:7]([C@H:10]([NH2:12])[CH3:11])[CH:6]=[N:5]1.CC1N(C[C:20]([F:23])([F:22])[F:21])N=CC=1C(=O)C, predict the reaction product. The product is: [ClH:1].[ClH:1].[CH3:9][C:8]1[N:4]([CH2:3][C:20]([F:23])([F:22])[F:21])[N:5]=[CH:6][C:7]=1[CH:10]([NH2:12])[CH3:11]. (7) Given the reactants CN(C)[CH:3]=[C:4]([C:7]1[CH:12]=[CH:11][CH:10]=[CH:9][C:8]=1[N+:13]([O-:15])=[O:14])[CH:5]=O.[NH2:17][C:18]([NH2:20])=[O:19].Cl.CO, predict the reaction product. The product is: [N+:13]([C:8]1[CH:9]=[CH:10][CH:11]=[CH:12][C:7]=1[C:4]1[CH:3]=[N:17][C:18]([OH:19])=[N:20][CH:5]=1)([O-:15])=[O:14].